From a dataset of NCI-60 drug combinations with 297,098 pairs across 59 cell lines. Regression. Given two drug SMILES strings and cell line genomic features, predict the synergy score measuring deviation from expected non-interaction effect. (1) Drug 1: CC(C)(C#N)C1=CC(=CC(=C1)CN2C=NC=N2)C(C)(C)C#N. Drug 2: C1C(C(OC1N2C=NC3=C2NC=NCC3O)CO)O. Cell line: HT29. Synergy scores: CSS=-4.14, Synergy_ZIP=4.55, Synergy_Bliss=5.47, Synergy_Loewe=-2.71, Synergy_HSA=-1.71. (2) Drug 1: C1CC(=O)NC(=O)C1N2CC3=C(C2=O)C=CC=C3N. Drug 2: C1=CC=C(C=C1)NC(=O)CCCCCCC(=O)NO. Cell line: HT29. Synergy scores: CSS=12.1, Synergy_ZIP=1.70, Synergy_Bliss=3.21, Synergy_Loewe=-7.45, Synergy_HSA=3.03.